This data is from Full USPTO retrosynthesis dataset with 1.9M reactions from patents (1976-2016). The task is: Predict the reactants needed to synthesize the given product. (1) Given the product [C:15]([C:16]1[CH:23]=[CH:22][C:19]([CH2:20][NH:21][C:9](=[O:11])[CH:8]([C:5]2[CH:4]=[CH:3][C:2]([OH:1])=[CH:7][CH:6]=2)[O:12][CH3:13])=[CH:18][CH:17]=1)#[N:14], predict the reactants needed to synthesize it. The reactants are: [OH:1][C:2]1[CH:7]=[CH:6][C:5]([CH:8]([O:12][CH3:13])[C:9]([OH:11])=O)=[CH:4][CH:3]=1.[NH2:14][CH2:15][C:16]1[CH:23]=[CH:22][C:19]([C:20]#[N:21])=[CH:18][CH:17]=1. (2) The reactants are: [NH2:1][C:2]1[CH:7]=[CH:6][C:5]([N:8]2[C:14](=[O:15])[CH2:13][C:12](=[O:16])[NH:11][C:10]3[C:17]4[C:22]([CH:23]=[CH:24][C:9]2=3)=[CH:21][CH:20]=[CH:19][CH:18]=4)=[CH:4][CH:3]=1.[F:25][C:26]([F:37])([F:36])[C:27]1[CH:35]=[CH:34][C:30]([C:31](Cl)=[O:32])=[CH:29][CH:28]=1.C(NC1C=CC(N2C(=O)CC(=O)NC3C4C(C=CC2=3)=CC=CC=4)=CC=1)(=O)C1C=CC=CC=1. Given the product [F:25][C:26]([F:36])([F:37])[C:27]1[CH:35]=[CH:34][C:30]([C:31]([NH:1][C:2]2[CH:7]=[CH:6][C:5]([N:8]3[C:14](=[O:15])[CH2:13][C:12](=[O:16])[NH:11][C:10]4[C:17]5[C:22]([CH:23]=[CH:24][C:9]3=4)=[CH:21][CH:20]=[CH:19][CH:18]=5)=[CH:4][CH:3]=2)=[O:32])=[CH:29][CH:28]=1, predict the reactants needed to synthesize it. (3) Given the product [F:1][C:2]1[C:10]([O:11][CH3:12])=[CH:9][CH:8]=[CH:7][C:3]=1[NH:15][C:19](=[O:29])[O:43][C:40]([CH3:42])([CH3:41])[CH3:39], predict the reactants needed to synthesize it. The reactants are: [F:1][C:2]1[C:10]([O:11][CH3:12])=[CH:9][CH:8]=[CH:7][C:3]=1C(O)=O.CC[N:15]([CH:19](C)C)C(C)C.C1(P(N=[N+]=[N-])(C2C=CC=CC=2)=[O:29])C=CC=CC=1.[CH3:39][C:40]([OH:43])([CH3:42])[CH3:41]. (4) Given the product [NH2:15][C:7]1[C:6]([C:4]([C:18]2[CH:23]=[C:22]([F:24])[CH:21]=[C:20]([F:25])[C:19]=2[O:26][CH3:27])=[O:5])=[CH:11][N:10]=[C:9]([S:12][CH2:13][CH3:14])[N:8]=1, predict the reactants needed to synthesize it. The reactants are: CON(C)[C:4]([C:6]1[C:7]([NH2:15])=[N:8][C:9]([S:12][CH2:13][CH3:14])=[N:10][CH:11]=1)=[O:5].Br[C:18]1[CH:23]=[C:22]([F:24])[CH:21]=[C:20]([F:25])[C:19]=1[O:26][CH3:27]. (5) Given the product [CH2:32]([O:34][C:35]1[C:44]([O:45][CH3:46])=[CH:43][C:42]2[C:41]([C:47]3[CH:48]=[CH:49][C:50]([C:51]([N:28]4[CH2:27][CH2:26][CH:25]([N:11]5[C:12](=[O:24])[C:13]6[S:17][C:16]([C:18]7[CH:19]=[CH:20][CH:21]=[CH:22][CH:23]=7)=[CH:15][C:14]=6[N:9]([CH2:8][C:4]6[S:5][CH:6]=[CH:7][C:3]=6[CH3:2])[C:10]5=[O:31])[CH2:30][CH2:29]4)=[O:52])=[CH:54][CH:55]=3)=[N:40][C@@H:39]3[CH2:56][CH2:57][S:58][CH2:59][C@@H:38]3[C:37]=2[CH:36]=1)[CH3:33], predict the reactants needed to synthesize it. The reactants are: Cl.[CH3:2][C:3]1[CH:7]=[CH:6][S:5][C:4]=1[CH2:8][N:9]1[C:14]2[CH:15]=[C:16]([C:18]3[CH:23]=[CH:22][CH:21]=[CH:20][CH:19]=3)[S:17][C:13]=2[C:12](=[O:24])[N:11]([CH:25]2[CH2:30][CH2:29][NH:28][CH2:27][CH2:26]2)[C:10]1=[O:31].[CH2:32]([O:34][C:35]1[C:44]([O:45][CH3:46])=[CH:43][C:42]2[C:41]([C:47]3[CH:55]=[CH:54][C:50]([C:51](O)=[O:52])=[CH:49][CH:48]=3)=[N:40][C@@H:39]3[CH2:56][CH2:57][S:58][CH2:59][C@@H:38]3[C:37]=2[CH:36]=1)[CH3:33].CN(C(ON1N=NC2C=CC=CC1=2)=[N+](C)C)C.F[P-](F)(F)(F)(F)F.CCN(C(C)C)C(C)C. (6) The reactants are: [Cl:1][C:2]1[CH:3]=[C:4]([C:8]2[C:17]3[C:12](=[CH:13][CH:14]=[C:15]([C:18]([C:20]4[S:21][C:22]([Cl:25])=[CH:23][CH:24]=4)=[O:19])[CH:16]=3)[N:11]([CH3:26])[C:10](=[O:27])[CH:9]=2)[CH:5]=[CH:6][CH:7]=1.[BH4-].[Na+]. Given the product [Cl:1][C:2]1[CH:3]=[C:4]([C:8]2[C:17]3[C:12](=[CH:13][CH:14]=[C:15]([CH:18]([C:20]4[S:21][C:22]([Cl:25])=[CH:23][CH:24]=4)[OH:19])[CH:16]=3)[N:11]([CH3:26])[C:10](=[O:27])[CH:9]=2)[CH:5]=[CH:6][CH:7]=1, predict the reactants needed to synthesize it.